From a dataset of Full USPTO retrosynthesis dataset with 1.9M reactions from patents (1976-2016). Predict the reactants needed to synthesize the given product. The reactants are: F[C:2]1[CH:9]=[CH:8][C:7]([F:10])=[CH:6][C:3]=1[C:4]#[N:5].[C:11]1([OH:17])[CH:16]=[CH:15][CH:14]=[CH:13][CH:12]=1.C([O-])([O-])=O.[K+].[K+]. Given the product [F:10][C:7]1[CH:8]=[CH:9][C:2]([O:17][C:11]2[CH:16]=[CH:15][CH:14]=[CH:13][CH:12]=2)=[C:3]([CH:6]=1)[C:4]#[N:5], predict the reactants needed to synthesize it.